From a dataset of Forward reaction prediction with 1.9M reactions from USPTO patents (1976-2016). Predict the product of the given reaction. (1) Given the reactants F[P-](F)(F)(F)(F)F.N1(O[P+](N(C)C)(N(C)C)N(C)C)C2C=CC=CC=2N=N1.[Cl:28][C:29]1[CH:30]=[C:31]([CH:37]([CH2:41][CH:42]2[CH2:46][CH2:45][CH2:44][CH2:43]2)[C:38]([OH:40])=O)[CH:32]=[CH:33][C:34]=1[S:35][CH3:36].C(N(CC)C(C)C)(C)C.[NH2:56][C:57]1[S:58][CH:59]=[CH:60][N:61]=1, predict the reaction product. The product is: [Cl:28][C:29]1[CH:30]=[C:31]([CH:37]([CH2:41][CH:42]2[CH2:46][CH2:45][CH2:44][CH2:43]2)[C:38]([NH:56][C:57]2[S:58][CH:59]=[CH:60][N:61]=2)=[O:40])[CH:32]=[CH:33][C:34]=1[S:35][CH3:36]. (2) Given the reactants [NH2:1][C:2]1[CH:7]=[C:6]([CH2:8][N:9]2[C:14]3[CH:15]=[CH:16][CH:17]=[CH:18][C:13]=3[C:12](=[O:19])[O:11][C:10]2=[O:20])[CH:5]=[CH:4][N:3]=1.[CH3:21][S:22](Cl)(=[O:24])=[O:23], predict the reaction product. The product is: [O:20]=[C:10]1[N:9]([CH2:8][C:6]2[CH:5]=[CH:4][N:3]=[C:2]([NH:1][S:22]([CH3:21])(=[O:24])=[O:23])[CH:7]=2)[C:14]2[CH:15]=[CH:16][CH:17]=[CH:18][C:13]=2[C:12](=[O:19])[O:11]1. (3) The product is: [OH:13][CH2:14][CH:15]([CH2:21][N:1]1[CH2:2][CH:3]([CH2:10][CH2:11][CH3:12])[CH2:4][C:5]1=[O:7])[C:16]([O:18][CH2:19][CH3:20])=[O:17]. Given the reactants [NH2:1][CH2:2][CH:3]([CH2:10][CH2:11][CH3:12])[CH2:4][C:5]([O:7]CC)=O.[OH:13][CH2:14][C:15](=[CH2:21])[C:16]([O:18][CH2:19][CH3:20])=[O:17].CCN(CC)CC, predict the reaction product. (4) Given the reactants [NH2:1][C:2]1[C:3]([C:9]([NH:11][C:12]2[CH:13]=[N:14][CH:15]=[CH:16][CH:17]=2)=[O:10])=[N:4][C:5](Br)=[CH:6][N:7]=1.[C:18]1(B(O)O)[CH:23]=[CH:22][CH:21]=[CH:20][CH:19]=1.C(Cl)Cl.C([O-])([O-])=O.[Na+].[Na+], predict the reaction product. The product is: [NH2:1][C:2]1[C:3]([C:9]([NH:11][C:12]2[CH:13]=[N:14][CH:15]=[CH:16][CH:17]=2)=[O:10])=[N:4][C:5]([C:18]2[CH:23]=[CH:22][CH:21]=[CH:20][CH:19]=2)=[CH:6][N:7]=1. (5) Given the reactants [Cl:1][C:2]1[CH:10]=[CH:9][CH:8]=[C:7]([Cl:11])[C:3]=1[C:4](Cl)=[O:5].C(N(CC)CC)C.[CH3:19][O:20][C:21]([C:23]1[C:27]([NH2:28])=[CH:26][S:25][N:24]=1)=[O:22], predict the reaction product. The product is: [CH3:19][O:20][C:21]([C:23]1[C:27]([NH:28][C:4](=[O:5])[C:3]2[C:2]([Cl:1])=[CH:10][CH:9]=[CH:8][C:7]=2[Cl:11])=[CH:26][S:25][N:24]=1)=[O:22]. (6) Given the reactants [CH2:1]([S:3]([C:6]1[CH:23]=[CH:22][C:9]([O:10][CH2:11][CH2:12][C@@H:13]2[CH2:15][C@@H:14]2[CH:16]2[CH2:21][CH2:20][NH:19][CH2:18][CH2:17]2)=[CH:8][C:7]=1[F:24])(=[O:5])=[O:4])[CH3:2].C(=O)([O-])[O-].[K+].[K+].[N:31]#[C:32]Br, predict the reaction product. The product is: [CH2:1]([S:3]([C:6]1[CH:23]=[CH:22][C:9]([O:10][CH2:11][CH2:12][C@@H:13]2[CH2:15][C@@H:14]2[CH:16]2[CH2:21][CH2:20][N:19]([C:32]#[N:31])[CH2:18][CH2:17]2)=[CH:8][C:7]=1[F:24])(=[O:5])=[O:4])[CH3:2]. (7) The product is: [Cl:10][C:11]1[CH:12]=[CH:13][C:14]([C:17]2[N:19]=[C:7]([C:6]3[N:2]([CH3:1])[CH:3]=[N:4][CH:5]=3)[O:8][N:18]=2)=[N:15][CH:16]=1. Given the reactants [CH3:1][N:2]1[C:6]([C:7](Cl)=[O:8])=[CH:5][N:4]=[CH:3]1.[Cl:10][C:11]1[CH:12]=[CH:13][C:14]([C:17]([NH:19]O)=[NH:18])=[N:15][CH:16]=1.O, predict the reaction product. (8) Given the reactants Br[C:2]1[CH:3]=[C:4]([CH:17]=[CH:18][CH:19]=1)[CH2:5][CH2:6][O:7][CH2:8][CH2:9][C:10]([O:12][C:13]([CH3:16])([CH3:15])[CH3:14])=[O:11].[CH3:20][O:21][CH2:22][CH2:23][N:24]1[CH:28]=[C:27](B2OC(C)(C)C(C)(C)O2)[CH:26]=[N:25]1, predict the reaction product. The product is: [CH3:20][O:21][CH2:22][CH2:23][N:24]1[CH:28]=[C:27]([C:2]2[CH:3]=[C:4]([CH:17]=[CH:18][CH:19]=2)[CH2:5][CH2:6][O:7][CH2:8][CH2:9][C:10]([O:12][C:13]([CH3:16])([CH3:15])[CH3:14])=[O:11])[CH:26]=[N:25]1.